This data is from NCI-60 drug combinations with 297,098 pairs across 59 cell lines. The task is: Regression. Given two drug SMILES strings and cell line genomic features, predict the synergy score measuring deviation from expected non-interaction effect. Drug 1: C1=C(C(=O)NC(=O)N1)F. Drug 2: CN1C2=C(C=C(C=C2)N(CCCl)CCCl)N=C1CCCC(=O)O.Cl. Cell line: BT-549. Synergy scores: CSS=29.0, Synergy_ZIP=-7.76, Synergy_Bliss=-7.36, Synergy_Loewe=-10.0, Synergy_HSA=-4.80.